From a dataset of Reaction yield outcomes from USPTO patents with 853,638 reactions. Predict the reaction yield, written as a fraction of the theoretical maximum amount of product (1.0 means a 100% yield; for example, 0.34 means a 34% yield). The reactants are [NH2:1][C:2]1[C:15]([Cl:16])=[CH:14][C:13]([Cl:17])=[CH:12][C:3]=1[C:4]([N:6]=[S:7]([CH2:10][CH3:11])[CH2:8][CH3:9])=[O:5].[Cl:18][C:19]1[C:20]([N:25]2[C:29]([C:30](Cl)=[O:31])=[CH:28][C:27]([C:33]([F:36])([F:35])[F:34])=[N:26]2)=[N:21][CH:22]=[CH:23][CH:24]=1. The catalyst is N1C=CC=CC=1. The product is [Cl:18][C:19]1[C:20]([N:25]2[C:29]([C:30]([NH:1][C:2]3[C:3]([C:4](=[O:5])[N:6]=[S:7]([CH2:8][CH3:9])[CH2:10][CH3:11])=[CH:12][C:13]([Cl:17])=[CH:14][C:15]=3[Cl:16])=[O:31])=[CH:28][C:27]([C:33]([F:36])([F:34])[F:35])=[N:26]2)=[N:21][CH:22]=[CH:23][CH:24]=1. The yield is 0.280.